From a dataset of Forward reaction prediction with 1.9M reactions from USPTO patents (1976-2016). Predict the product of the given reaction. Given the reactants [CH2:1]([O:3][CH2:4][C:5]1[N:6]([NH2:18])[C:7]2[C:16]3[CH:15]=[CH:14][CH:13]=[CH:12][C:11]=3[N:10]=[CH:9][C:8]=2[N:17]=1)[CH3:2].C(O[CH:22](OCC)[CH2:23][CH2:24][NH:25][C:26](=[O:32])[O:27][C:28]([CH3:31])([CH3:30])[CH3:29])C, predict the reaction product. The product is: [CH2:1]([O:3][CH2:4][C:5]1[N:6]([N:18]=[CH:22][CH2:23][CH2:24][NH:25][C:26](=[O:32])[O:27][C:28]([CH3:31])([CH3:30])[CH3:29])[C:7]2[C:16]3[CH:15]=[CH:14][CH:13]=[CH:12][C:11]=3[N:10]=[CH:9][C:8]=2[N:17]=1)[CH3:2].